Dataset: Experimentally validated miRNA-target interactions with 360,000+ pairs, plus equal number of negative samples. Task: Binary Classification. Given a miRNA mature sequence and a target amino acid sequence, predict their likelihood of interaction. (1) The protein sequence of the target gene is MEFPDLGAHCSEPSCQRLDFLPLKCDACSGIFCADHVAYAQHHCGSAYQKDIQVPVCPLCNVPVPVARGEPPDRAVGEHIDRDCRSDPAQQKRKIFTNKCERAGCRQREMMKLTCERCSRNFCIKHRHPLDHDCSGEGHPTSRAGLAAISRAQAVASTSTVPSPSQTMPSCTSPSRATTRSPSWTAPPVIALQNGLSEDEALQRALEMSLAETKPQVPSCQEEEDLALAQALSASEAEYQRQQAQSRSSKPSNCSLC. The miRNA is hsa-miR-6829-3p with sequence UGCCUCCUCCGUGGCCUCAG. Result: 0 (no interaction). (2) The miRNA is mmu-miR-467g with sequence UAUACAUACACACACAUAUAU. The protein sequence of the target gene is MAASQTFPLGPTHEPASALMEPLPCTRSLAEGFLEEELRLNAELSQLQFPEPVGVIYNPVDYAWEPHRNYVTRYCQGPKEVLFLGMNPGPFGMAQTGVPFGEVNVVRDWLGVGGPVLTPPQEHPKRPVLGLECPQSEVSGARFWGFFRTLCGQPQVFFRHCFVHNLCPLLFLAPSGRNLTPAELPAKQREQLLSICDAALCRQVQLLGVRLVVGVGRLAEQRARRALAGLTPEVQVEGLLHPSPRSAQANKGWEAAARERLQELGLLPLLTDEGSARPT. Result: 0 (no interaction). (3) The miRNA is hsa-miR-34a-5p with sequence UGGCAGUGUCUUAGCUGGUUGU. The protein sequence of the target gene is MTDDKDVLRDVWFGRIPTCFTLYQDEITEREAEPYYLLLPRVSYLTLVTDKVKKHFQKVMRQEDISEIWFEYEGTPLKWHYPIGLLFDLLASSSALPWNITVHFKSFPEKDLLHCPSKDAIEAHFMSCMKEADALKHKSQVINEMQKKDHKQLWMGLQNDRFDQFWAINRKLMEYPAEENGFRYIPFRIYQTTTERPFIQKLFRPVAADGQLHTLGDLLKEVCPSAIDPEDGEKKNQVMIHGIEPMLETPLQWLSEHLSYPDNFLHISIIPQPTD. Result: 1 (interaction). (4) The miRNA is hsa-miR-4682 with sequence UCUGAGUUCCUGGAGCCUGGUCU. The protein sequence of the target gene is METSAPRAGSQVVATTARHSAAYRADPLRVSSRDKLTEMAASSQGNFEGNFESLDLAEFAKKQPWWRKLFGQESGPSAEKYSVATQLFIGGVTGWCTGFIFQKVGKLAATAVGGGFFLLQLANHTGYIKVDWQRVEKDMKKAKEQLKIRKSNQIPTEVRSKAEEVVSFVKKNVLVTGGFFGGFLLGMAS. Result: 1 (interaction). (5) The miRNA is hsa-miR-34a-5p with sequence UGGCAGUGUCUUAGCUGGUUGU. The protein sequence of the target gene is MRPWTGSWRWIMLILFAWGTLLFYIGGHLVRDNDHPDHSSRELSKILAKLERLKQQNEDLRRMAESLRIPEGPIDQGPAIGRVRVLEEQLVKAKEQIENYKKQTRNGLGKDHEILRRRIENGAKELWFFLQSELKKLKNLEGNELQRHADEFLLDLGHHERSIMTDLYYLSQTDGAGDWREKEAKDLTELVQRRITYLQNPKDCSKAKKLVCNINKGCGYGCQLHHVVYCFMIAYGTQRTLILESQNWRYATGGWETVFRPVSETCTDRSGISTGHWSGEVKDKNVQVVELPIVDSLHPR.... Result: 1 (interaction). (6) The miRNA is hsa-miR-4471 with sequence UGGGAACUUAGUAGAGGUUUAA. The protein sequence of the target gene is MVGGLKRKHSDLEEEEERWEWSPAGLQSYQQALLRISLDKVQRSLGPRAPSLRRHVLIHNTLQQLQAALRLAPAPALPPEPLFLGEEDFSLSATIGSILRELDTSMDGTEPPQNPVTPLGLQNEVPPQPDPVFLEALSSRYLGDSGLDDFFLDIDTSAVEKEPARAPPEPPHNLFCAPGSWEWNELDHIMEIILGS. Result: 1 (interaction). (7) The miRNA is hsa-miR-6780b-5p with sequence UGGGGAAGGCUUGGCAGGGAAGA. The protein sequence of the target gene is MAMRELVEAECGGANPLMKLAGHFTQDKALRQEGLRPGPWPPGAPASEAASKPLGVASEDELVAEFLQDQNAPLVSRAPQTFKMDDLLAEMQQIEQSNFRQAPQRAPGVADLALSENWAQEFLAAGDAVDVTQDYNETDWSQEFISEVTDPLSVSPARWAEEYLEQSEEKLWLGEPEGTATDRWYDEYHPEEDLQHTASDFVAKVDDPKLANSEFLKFVRQIGEGQVSLESGAGSGRAQAEQWAAEFIQQQGTSDAWVDQFTRPVNTSALDMEFERAKSAIESDVDFWDKLQAELEEMAK.... Result: 0 (no interaction).